This data is from Full USPTO retrosynthesis dataset with 1.9M reactions from patents (1976-2016). The task is: Predict the reactants needed to synthesize the given product. (1) Given the product [CH:31]1[C:30]([OH:13])=[CH:29][C:28]2[C:27]([CH2:34][CH2:35][NH2:36])=[CH:26][NH:25][C:33]=2[CH:32]=1, predict the reactants needed to synthesize it. The reactants are: Cl.N1CCC(C2C=CC(C(OCC)=[O:13])=CC=2)=CC1.Cl.COC(C[N:25]1[C:33]2[C:28](=[CH:29][CH:30]=[CH:31][CH:32]=2)[C:27]2[CH2:34][CH2:35][NH:36]C[C:26]1=2)=O. (2) Given the product [C:1]([C:4]1[CH:9]=[N:8][N:7]2[CH:10]=[C:11]([C:13]3[CH:18]=[CH:17][CH:16]=[CH:15][CH:14]=3)[CH:12]=[C:6]2[C:5]=1[NH:19][CH:20]([CH3:28])[C:21]([CH3:27])([CH3:26])[C:22]([OH:24])=[O:23])(=[O:3])[NH2:2], predict the reactants needed to synthesize it. The reactants are: [C:1]([C:4]1[CH:9]=[N:8][N:7]2[CH:10]=[C:11]([C:13]3[CH:18]=[CH:17][CH:16]=[CH:15][CH:14]=3)[CH:12]=[C:6]2[C:5]=1[NH:19][CH:20]([CH3:28])[C:21]([CH3:27])([CH3:26])[C:22]([O:24]C)=[O:23])(=[O:3])[NH2:2].[OH-].[K+]. (3) Given the product [Cl:1][C:2]1[CH:7]=[CH:6][C:5]([CH2:8][S:9]([C:11]2[CH:16]=[CH:15][CH:14]=[CH:13][N+:12]=2[O-:17])(=[O:23])=[O:10])=[CH:4][C:3]=1[N+:18]([O-:20])=[O:19], predict the reactants needed to synthesize it. The reactants are: [Cl:1][C:2]1[CH:7]=[CH:6][C:5]([CH2:8][S:9]([C:11]2[CH:16]=[CH:15][CH:14]=[CH:13][N+:12]=2[O-:17])=[O:10])=[CH:4][C:3]=1[N+:18]([O-:20])=[O:19].C(OO)(=[O:23])C.S(=O)(=O)(O)[O-].[Na+].O. (4) Given the product [CH3:12][O:13][C:14]1[CH:25]=[CH:24][CH:23]=[CH:22][C:15]=1[CH:16]([N:17]1[CH2:21][CH2:20][CH2:19][CH2:18]1)[C:4]1[C:3]2[C:7](=[CH:8][CH:9]=[CH:10][C:2]=2[CH3:1])[NH:6][CH:5]=1, predict the reactants needed to synthesize it. The reactants are: [CH3:1][C:2]1[CH:10]=[CH:9][CH:8]=[C:7]2[C:3]=1[CH:4]=[CH:5][NH:6]2.[Cl-].[CH3:12][O:13][C:14]1[CH:25]=[CH:24][CH:23]=[CH:22][C:15]=1[CH:16]=[N+:17]1[CH2:21][CH2:20][CH2:19][CH2:18]1. (5) The reactants are: [NH2:1][C:2]1[C:3]([C:19]([NH2:21])=[O:20])=[CH:4][C:5]2[C:13]3[C:8](=[CH:9][CH:10]=[CH:11][CH:12]=3)[N:7]([CH2:14][C@@H:15]([NH2:17])[CH3:16])[C:6]=2[N:18]=1.C1CCC([N:28]=[C:29]=[N:30]C2CCCCC2)CC1.C(OC(NC(NC(OC(C)(C)C)=O)=S)=O)(C)(C)C.C(O)C(N)(CO)CO. Given the product [NH2:1][C:2]1[C:3]([C:19]([NH2:21])=[O:20])=[CH:4][C:5]2[C:13]3[C:8](=[CH:9][CH:10]=[CH:11][CH:12]=3)[N:7]([CH2:14][C@@H:15]([NH:17][C:29]([NH2:30])=[NH:28])[CH3:16])[C:6]=2[N:18]=1, predict the reactants needed to synthesize it. (6) Given the product [Cl:1][C:2]1[CH:3]=[C:4]2[C:8](=[CH:9][CH:10]=1)[N:7]([CH3:11])[C:6]([C:12]([NH:38][CH:36]([C:31]1[CH:30]=[C:29]([CH:34]=[C:33]([F:35])[CH:32]=1)[O:28][C:25]1[CH:26]=[CH:27][C:22]([CH2:21][CH2:20][C:19]([OH:41])=[O:18])=[C:23]([CH2:39][CH3:40])[CH:24]=1)[CH3:37])=[O:14])=[C:5]2[CH3:15], predict the reactants needed to synthesize it. The reactants are: [Cl:1][C:2]1[CH:3]=[C:4]2[C:8](=[CH:9][CH:10]=1)[N:7]([CH3:11])[C:6]([C:12]([OH:14])=O)=[C:5]2[CH3:15].C([O:18][C:19](=[O:41])[CH2:20][CH2:21][C:22]1[CH:27]=[CH:26][C:25]([O:28][C:29]2[CH:34]=[C:33]([F:35])[CH:32]=[C:31]([CH:36]([NH2:38])[CH3:37])[CH:30]=2)=[CH:24][C:23]=1[CH2:39][CH3:40])C. (7) Given the product [Cl:1][C:2]1[C:3]([O:10][CH3:11])=[CH:4][C:5]([CH:22]=[O:23])=[C:6]([O:8][CH3:9])[CH:7]=1, predict the reactants needed to synthesize it. The reactants are: [Cl:1][C:2]1[CH:7]=[C:6]([O:8][CH3:9])[CH:5]=[CH:4][C:3]=1[O:10][CH3:11].C1N2CN3CN(C2)CN1C3.[C:22]([O-])(O)=[O:23].[Na+].